Dataset: Catalyst prediction with 721,799 reactions and 888 catalyst types from USPTO. Task: Predict which catalyst facilitates the given reaction. (1) Reactant: [N:1]1([N:6]([C:19]2[CH:26]=[CH:25][C:22]([C:23]#[N:24])=[CH:21][CH:20]=2)[CH2:7][C:8]2[C:12]3[CH:13]=[CH:14][C:15]([O:17]C)=[CH:16][C:11]=3[S:10][CH:9]=2)[CH:5]=[CH:4][N:3]=[CH:2]1.B(Br)(Br)Br.C([O-])(O)=O.[Na+]. The catalyst class is: 2. Product: [OH:17][C:15]1[CH:14]=[CH:13][C:12]2[C:8]([CH2:7][N:6]([C:19]3[CH:26]=[CH:25][C:22]([C:23]#[N:24])=[CH:21][CH:20]=3)[N:1]3[CH:5]=[CH:4][N:3]=[CH:2]3)=[CH:9][S:10][C:11]=2[CH:16]=1. (2) Reactant: [OH-].[Na+].C[O:4][C:5](=[O:26])[C:6]1[CH:11]=[CH:10][CH:9]=[C:8]([O:12][C@@H:13]([C:15](=[O:25])[NH:16][C:17]2[CH:22]=[CH:21][C:20]([C:23]#[N:24])=[CH:19][CH:18]=2)[CH3:14])[CH:7]=1.O.Cl. Product: [C:23]([C:20]1[CH:19]=[CH:18][C:17]([NH:16][C:15]([C@H:13]([O:12][C:8]2[CH:7]=[C:6]([CH:11]=[CH:10][CH:9]=2)[C:5]([OH:26])=[O:4])[CH3:14])=[O:25])=[CH:22][CH:21]=1)#[N:24]. The catalyst class is: 5. (3) Reactant: [Br:1][C:2]1[CH:3]=[CH:4][C:5]([C:19](=O)[CH:20]([CH3:22])[CH3:21])=[C:6]([CH:18]=1)[O:7][CH2:8][CH2:9][NH:10]C(=O)OC(C)(C)C.CO. Product: [Br:1][C:2]1[CH:3]=[CH:4][C:5]2[CH:19]([CH:20]([CH3:22])[CH3:21])[NH:10][CH2:9][CH2:8][O:7][C:6]=2[CH:18]=1. The catalyst class is: 157. (4) Reactant: Cl.[N:2]([C@H:5]1[C@@H:10]([NH:11][C:12]([C:14]2[NH:15][C:16]([CH3:21])=[C:17]([Cl:20])[C:18]=2[Cl:19])=[O:13])[CH2:9][CH2:8][NH:7][CH2:6]1)=[N+:3]=[N-:4].CCN(C(C)C)C(C)C.Br[C:32]1[S:33][C:34]([C:37]([O:39][CH3:40])=[O:38])=[CH:35][N:36]=1. Product: [N:2]([C@H:5]1[C@@H:10]([NH:11][C:12]([C:14]2[NH:15][C:16]([CH3:21])=[C:17]([Cl:20])[C:18]=2[Cl:19])=[O:13])[CH2:9][CH2:8][N:7]([C:32]2[S:33][C:34]([C:37]([O:39][CH3:40])=[O:38])=[CH:35][N:36]=2)[CH2:6]1)=[N+:3]=[N-:4]. The catalyst class is: 31. (5) Reactant: [Cl:1][C:2]1[CH:3]=[C:4]([C:12]2([C:33]([F:36])([F:35])[F:34])[O:16][N:15]=[C:14]([C:17]3[CH:27]=[CH:26][C:20]([C:21]([O:23]CC)=[O:22])=[C:19]([CH2:28][C:29]([F:32])([F:31])[F:30])[CH:18]=3)[CH2:13]2)[CH:5]=[C:6]([C:8]([F:11])([F:10])[F:9])[CH:7]=1.CO.[OH-].[Na+].Cl. Product: [Cl:1][C:2]1[CH:3]=[C:4]([C:12]2([C:33]([F:35])([F:34])[F:36])[O:16][N:15]=[C:14]([C:17]3[CH:27]=[CH:26][C:20]([C:21]([OH:23])=[O:22])=[C:19]([CH2:28][C:29]([F:31])([F:32])[F:30])[CH:18]=3)[CH2:13]2)[CH:5]=[C:6]([C:8]([F:11])([F:10])[F:9])[CH:7]=1. The catalyst class is: 6. (6) Reactant: C([N:4]1[C:12]2[C:7](=[CH:8][C:9]([C:13]3[NH:14][C:15]4[N:16]([N:20]=[C:21]([NH:29][C:30](=[O:32])[CH3:31])[C:22]=4[C:23]4[CH:28]=[CH:27][CH:26]=[CH:25][N:24]=4)[C:17](=[O:19])[CH:18]=3)=[CH:10][CH:11]=2)[CH:6]=[N:5]1)(=O)C.C(=O)([O-])[O-].[K+].[K+]. Product: [NH:4]1[C:12]2[C:7](=[CH:8][C:9]([C:13]3[NH:14][C:15]4[N:16]([N:20]=[C:21]([NH:29][C:30](=[O:32])[CH3:31])[C:22]=4[C:23]4[CH:28]=[CH:27][CH:26]=[CH:25][N:24]=4)[C:17](=[O:19])[CH:18]=3)=[CH:10][CH:11]=2)[CH:6]=[N:5]1. The catalyst class is: 5. (7) Reactant: [NH2:1][CH2:2][CH2:3][C:4]1[CH:9]=[CH:8][C:7]([NH2:10])=[CH:6][CH:5]=1.[C:11](O[C:11]([O:13][C:14]([CH3:17])([CH3:16])[CH3:15])=[O:12])([O:13][C:14]([CH3:17])([CH3:16])[CH3:15])=[O:12]. Product: [C:14]([O:13][C:11](=[O:12])[NH:1][CH2:2][CH2:3][C:4]1[CH:9]=[CH:8][C:7]([NH2:10])=[CH:6][CH:5]=1)([CH3:17])([CH3:16])[CH3:15]. The catalyst class is: 12. (8) Reactant: [CH2:1]([O:8][C:9](=[O:25])[CH:10]([NH:17][C:18]([O:20][C:21]([CH3:24])([CH3:23])[CH3:22])=[O:19])[CH2:11][C:12]1[N:13]=[CH:14][NH:15][CH:16]=1)[C:2]1[CH:7]=[CH:6][CH:5]=[CH:4][CH:3]=1.C(N(CC)CC)C.[C:33](Cl)([C:46]1[CH:51]=[CH:50][CH:49]=[CH:48][CH:47]=1)([C:40]1[CH:45]=[CH:44][CH:43]=[CH:42][CH:41]=1)[C:34]1[CH:39]=[CH:38][CH:37]=[CH:36][CH:35]=1. Product: [CH2:1]([O:8][C:9](=[O:25])[CH:10]([NH:17][C:18]([O:20][C:21]([CH3:22])([CH3:24])[CH3:23])=[O:19])[CH2:11][C:12]1[N:13]=[CH:14][N:15]([C:33]([C:34]2[CH:39]=[CH:38][CH:37]=[CH:36][CH:35]=2)([C:46]2[CH:47]=[CH:48][CH:49]=[CH:50][CH:51]=2)[C:40]2[CH:41]=[CH:42][CH:43]=[CH:44][CH:45]=2)[CH:16]=1)[C:2]1[CH:3]=[CH:4][CH:5]=[CH:6][CH:7]=1. The catalyst class is: 22. (9) Reactant: Cl[C:2]1[N:7]=[C:6](Cl)[C:5]([F:9])=[CH:4][N:3]=1.[NH2:10][C:11]1[CH:12]=[C:13]([CH:15]=[CH:16][C:17]=1[CH3:18])[NH2:14]. Product: [NH2:10][C:11]1[CH:12]=[C:13]([NH:14][C:2]2[N:7]=[C:6]([NH:14][C:13]3[CH:15]=[CH:16][C:17]([CH3:18])=[C:11]([NH2:10])[CH:12]=3)[C:5]([F:9])=[CH:4][N:3]=2)[CH:15]=[CH:16][C:17]=1[CH3:18]. The catalyst class is: 24. (10) Reactant: Cl.O.[OH:3][C:4]12[C:15]3[C:10](=[C:11]([N+:16]([O-])=O)[CH:12]=[CH:13][CH:14]=3)[C:9](=[O:19])[C:8]1([NH:20][C:21](=[O:30])[C:22]1[CH:27]=[C:26]([CH3:28])[CH:25]=[C:24]([CH3:29])[CH:23]=1)[C:7]1[CH:31]=[CH:32][C:33]([CH:35]([CH3:37])[CH3:36])=[CH:34][C:6]=1[O:5]2. Product: [NH2:16][C:11]1[CH:12]=[CH:13][CH:14]=[C:15]2[C:10]=1[C:9](=[O:19])[C:8]1([NH:20][C:21](=[O:30])[C:22]3[CH:27]=[C:26]([CH3:28])[CH:25]=[C:24]([CH3:29])[CH:23]=3)[C:7]3[CH:31]=[CH:32][C:33]([CH:35]([CH3:36])[CH3:37])=[CH:34][C:6]=3[O:5][C:4]12[OH:3]. The catalyst class is: 186.